From a dataset of Forward reaction prediction with 1.9M reactions from USPTO patents (1976-2016). Predict the product of the given reaction. (1) The product is: [Cl:1][C:2]1[CH:3]=[CH:4][C:5]([CH2:8][C:9]([C:15]2[CH:16]=[CH:17][C:12]([S:18][CH3:19])=[CH:13][CH:14]=2)=[O:11])=[CH:6][CH:7]=1. Given the reactants [Cl:1][C:2]1[CH:7]=[CH:6][C:5]([CH2:8][C:9]([OH:11])=O)=[CH:4][CH:3]=1.[C:12]1([S:18][CH3:19])[CH:17]=[CH:16][CH:15]=[CH:14][CH:13]=1, predict the reaction product. (2) Given the reactants [CH3:1][C:2]1[CH:10]=[CH:9][C:8]2[N:7]([CH2:11][CH2:12][C:13]3[CH:18]=[CH:17][CH:16]=[CH:15][CH:14]=3)[C:6]3[CH2:19][CH2:20][N:21](C(OCC(Cl)(Cl)Cl)=O)[CH2:22][C:5]=3[C:4]=2[CH:3]=1.C([O-])(O)=O.[Na+], predict the reaction product. The product is: [CH3:1][C:2]1[CH:10]=[CH:9][C:8]2[N:7]([CH2:11][CH2:12][C:13]3[CH:18]=[CH:17][CH:16]=[CH:15][CH:14]=3)[C:6]3[CH2:19][CH2:20][NH:21][CH2:22][C:5]=3[C:4]=2[CH:3]=1. (3) Given the reactants [OH:1][CH2:2][C:3]1[CH:10]=[C:9]([CH3:11])[C:6]([C:7]#[N:8])=[C:5]([O:12][CH3:13])[N:4]=1, predict the reaction product. The product is: [NH2:8][CH2:7][C:6]1[C:9]([CH3:11])=[CH:10][C:3]([CH2:2][OH:1])=[N:4][C:5]=1[O:12][CH3:13]. (4) Given the reactants C([O-])(=O)C.[NH4+].[C:6]([BH3-])#[N:7].[Na+].[C:10]([O:13][C@H:14]1[CH2:31][CH2:30][C@@:29]2(C=O)[C:16](=[CH:17][CH2:18][C@@H:19]3[C@@H:28]2[CH2:27][CH2:26][C@@:24]2([CH3:25])[C@H:20]3[CH2:21][CH2:22][C@@H:23]2[O:34][C:35](=[O:37])[CH3:36])[CH2:15]1)(=[O:12])[CH3:11], predict the reaction product. The product is: [C:10]([O:13][C@H:14]1[CH2:31][CH2:30][C@@:29]2([CH2:6][NH2:7])[C:16](=[CH:17][CH2:18][C@@H:19]3[C@@H:28]2[CH2:27][CH2:26][C@@:24]2([CH3:25])[C@H:20]3[CH2:21][CH2:22][C@@H:23]2[O:34][C:35](=[O:37])[CH3:36])[CH2:15]1)(=[O:12])[CH3:11].